From a dataset of NCI-60 drug combinations with 297,098 pairs across 59 cell lines. Regression. Given two drug SMILES strings and cell line genomic features, predict the synergy score measuring deviation from expected non-interaction effect. (1) Drug 2: C1=CC(=CC=C1CCC2=CNC3=C2C(=O)NC(=N3)N)C(=O)NC(CCC(=O)O)C(=O)O. Cell line: NCI-H460. Synergy scores: CSS=23.2, Synergy_ZIP=-2.55, Synergy_Bliss=-5.78, Synergy_Loewe=-6.70, Synergy_HSA=-4.51. Drug 1: CN1CCC(CC1)COC2=C(C=C3C(=C2)N=CN=C3NC4=C(C=C(C=C4)Br)F)OC. (2) Drug 1: C1=CC=C(C=C1)NC(=O)CCCCCCC(=O)NO. Drug 2: C1CN(P(=O)(OC1)NCCCl)CCCl. Cell line: SF-295. Synergy scores: CSS=5.81, Synergy_ZIP=-2.47, Synergy_Bliss=0.256, Synergy_Loewe=-9.48, Synergy_HSA=-1.27. (3) Drug 1: CCC1=CC2CC(C3=C(CN(C2)C1)C4=CC=CC=C4N3)(C5=C(C=C6C(=C5)C78CCN9C7C(C=CC9)(C(C(C8N6C)(C(=O)OC)O)OC(=O)C)CC)OC)C(=O)OC.C(C(C(=O)O)O)(C(=O)O)O. Drug 2: CC1=C(C=C(C=C1)C(=O)NC2=CC(=CC(=C2)C(F)(F)F)N3C=C(N=C3)C)NC4=NC=CC(=N4)C5=CN=CC=C5. Cell line: IGROV1. Synergy scores: CSS=37.6, Synergy_ZIP=-4.57, Synergy_Bliss=0.810, Synergy_Loewe=-13.7, Synergy_HSA=0.171. (4) Drug 1: C1=NNC2=C1C(=O)NC=N2. Drug 2: C1CC(=O)NC(=O)C1N2C(=O)C3=CC=CC=C3C2=O. Cell line: 786-0. Synergy scores: CSS=2.48, Synergy_ZIP=-0.00219, Synergy_Bliss=2.37, Synergy_Loewe=0.0591, Synergy_HSA=1.18. (5) Drug 1: C1=CC(=C2C(=C1NCCNCCO)C(=O)C3=C(C=CC(=C3C2=O)O)O)NCCNCCO. Drug 2: CS(=O)(=O)OCCCCOS(=O)(=O)C. Cell line: HT29. Synergy scores: CSS=35.7, Synergy_ZIP=3.25, Synergy_Bliss=3.88, Synergy_Loewe=-25.9, Synergy_HSA=3.05. (6) Drug 1: C1CCC(C1)C(CC#N)N2C=C(C=N2)C3=C4C=CNC4=NC=N3. Drug 2: C1=NC2=C(N1)C(=S)N=C(N2)N. Cell line: IGROV1. Synergy scores: CSS=14.7, Synergy_ZIP=-8.74, Synergy_Bliss=-5.23, Synergy_Loewe=-9.97, Synergy_HSA=-4.03. (7) Synergy scores: CSS=-0.826, Synergy_ZIP=0.103, Synergy_Bliss=-2.91, Synergy_Loewe=1.85, Synergy_HSA=-4.85. Drug 2: C(CN)CNCCSP(=O)(O)O. Cell line: CCRF-CEM. Drug 1: CC1=C(C(=CC=C1)Cl)NC(=O)C2=CN=C(S2)NC3=CC(=NC(=N3)C)N4CCN(CC4)CCO. (8) Synergy scores: CSS=11.9, Synergy_ZIP=-3.20, Synergy_Bliss=-1.39, Synergy_Loewe=-10.0, Synergy_HSA=-1.94. Cell line: RXF 393. Drug 1: CC1=C(C=C(C=C1)NC(=O)C2=CC=C(C=C2)CN3CCN(CC3)C)NC4=NC=CC(=N4)C5=CN=CC=C5. Drug 2: CC1=C(N=C(N=C1N)C(CC(=O)N)NCC(C(=O)N)N)C(=O)NC(C(C2=CN=CN2)OC3C(C(C(C(O3)CO)O)O)OC4C(C(C(C(O4)CO)O)OC(=O)N)O)C(=O)NC(C)C(C(C)C(=O)NC(C(C)O)C(=O)NCCC5=NC(=CS5)C6=NC(=CS6)C(=O)NCCC[S+](C)C)O.